Binary Classification. Given a drug SMILES string, predict its activity (active/inactive) in a high-throughput screening assay against a specified biological target. From a dataset of Tyrosyl-DNA phosphodiesterase HTS with 341,365 compounds. (1) The molecule is S(c1nc(Nc2ccc(cc2)C(=O)C)c(CC=C)c(n1)C)C. The result is 0 (inactive). (2) The compound is S(=O)(=O)(N1C(Cc2c(C1)cccc2)C(O)=O)c1ccc(cc1)C(=O)C. The result is 1 (active). (3) The compound is O(c1c(cc([N+]([O-])=O)cc1)/C=N\NC(=O)Cc1ccccc1)C. The result is 0 (inactive). (4) The compound is N(=N\c1ccccc1)/c1c(ncnc1N)N. The result is 0 (inactive). (5) The compound is S(c1nc(c2CCCCc2c1C#N)C)CC(O)=O. The result is 1 (active). (6) The compound is Clc1c(CC(OCC=2NC(=O)NC(C2C(OCC)=O)C)=O)c(F)ccc1. The result is 0 (inactive).